This data is from Reaction yield outcomes from USPTO patents with 853,638 reactions. The task is: Predict the reaction yield, written as a fraction of the theoretical maximum amount of product (1.0 means a 100% yield; for example, 0.34 means a 34% yield). (1) The reactants are [CH2:1]([O:8][C:9]1[CH:14]=[CH:13][C:12]([CH2:15][CH2:16][NH:17][CH2:18][CH:19]2[CH2:21][CH2:20]2)=[CH:11][C:10]=1[O:22][CH3:23])[C:2]1[CH:7]=[CH:6][CH:5]=[CH:4][CH:3]=1.C(N(CC)CC)C.Cl[CH2:32][C:33]([NH:35][CH3:36])=[O:34]. The catalyst is CN(C)C=O. The product is [CH2:1]([O:8][C:9]1[CH:14]=[CH:13][C:12]([CH2:15][CH2:16][N:17]([CH2:18][CH:19]2[CH2:21][CH2:20]2)[CH2:32][C:33]([NH:35][CH3:36])=[O:34])=[CH:11][C:10]=1[O:22][CH3:23])[C:2]1[CH:7]=[CH:6][CH:5]=[CH:4][CH:3]=1. The yield is 0.840. (2) The reactants are [CH3:1][O:2][C:3](=[O:15])[CH2:4][O:5][C:6]1[CH:11]=[CH:10][C:9]([N:12]=[C:13]=[O:14])=[CH:8][CH:7]=1.[CH2:16]([OH:19])[CH2:17][OH:18]. The catalyst is O. The product is [CH3:1][O:2][C:3](=[O:15])[CH2:4][O:5][C:6]1[CH:11]=[CH:10][C:9]([NH:12][C:13]([O:18][CH2:17][CH2:16][OH:19])=[O:14])=[CH:8][CH:7]=1. The yield is 0.829. (3) The reactants are [I:1][C:2]1[CH:3]=[C:4]2[C:8](=[CH:9][CH:10]=1)[NH:7][C:6](=[O:11])[C:5]2=O.[C:13]([N:21]1[CH2:26][CH2:25][CH:24]([C:27]([NH:29][NH2:30])=[O:28])[CH2:23][CH2:22]1)(=[O:20])[C:14]1[CH:19]=[CH:18][CH:17]=[CH:16][CH:15]=1. The catalyst is C(O)(=O)C. The product is [C:13]([N:21]1[CH2:26][CH2:25][CH:24]([C:27]([NH:29][N:30]=[C:5]2[C:4]3[C:8](=[CH:9][CH:10]=[C:2]([I:1])[CH:3]=3)[NH:7][C:6]2=[O:11])=[O:28])[CH2:23][CH2:22]1)(=[O:20])[C:14]1[CH:15]=[CH:16][CH:17]=[CH:18][CH:19]=1. The yield is 0.880. (4) The reactants are C(OC([N:8]1[CH2:12][CH2:11][CH2:10][CH:9]1[C:13]([N:15]1[CH2:20][CH2:19][CH:18]([C:21]2[N:29]3[C:24]([C:25]([NH2:30])=[N:26][CH:27]=[N:28]3)=[C:23]([C:31]3[CH:32]=[CH:33][C:34]4[C:38]([CH:39]=3)=[N:37][N:36]([CH2:40][C:41]3[CH:46]=[CH:45][CH:44]=[CH:43][CH:42]=3)[CH:35]=4)[CH:22]=2)[CH2:17][CH2:16]1)=[O:14])=O)(C)(C)C.FC(F)(F)C(O)=O. The catalyst is ClCCl. The product is [CH2:40]([N:36]1[CH:35]=[C:34]2[C:38]([CH:39]=[C:31]([C:23]3[CH:22]=[C:21]([CH:18]4[CH2:17][CH2:16][N:15]([C:13](=[O:14])[C@@H:9]5[CH2:10][CH2:11][CH2:12][NH:8]5)[CH2:20][CH2:19]4)[N:29]4[C:24]=3[C:25]([NH2:30])=[N:26][CH:27]=[N:28]4)[CH:32]=[CH:33]2)=[N:37]1)[C:41]1[CH:42]=[CH:43][CH:44]=[CH:45][CH:46]=1. The yield is 0.170. (5) The reactants are [C:1]([O:5][C:6]([N:8]1[CH2:13][CH2:12][C:11](=[C:14](I)[C:15]2[CH:20]=[CH:19][CH:18]=[CH:17][CH:16]=2)[CH2:10][CH2:9]1)=[O:7])([CH3:4])([CH3:3])[CH3:2].[OH:22][CH2:23][C:24]1[CH:25]=[C:26](B(O)O)[CH:27]=[CH:28][CH:29]=1.C(=O)([O-])[O-].[Na+].[Na+]. The catalyst is COCCOC.C1C=CC(/C=C/C(/C=C/C2C=CC=CC=2)=O)=CC=1.C1C=CC(/C=C/C(/C=C/C2C=CC=CC=2)=O)=CC=1.C1C=CC(/C=C/C(/C=C/C2C=CC=CC=2)=O)=CC=1.[Pd].[Pd]. The product is [C:1]([O:5][C:6]([N:8]1[CH2:9][CH2:10][C:11](=[C:14]([C:15]2[CH:16]=[CH:17][CH:18]=[CH:19][CH:20]=2)[C:26]2[CH:27]=[CH:28][CH:29]=[C:24]([CH2:23][OH:22])[CH:25]=2)[CH2:12][CH2:13]1)=[O:7])([CH3:4])([CH3:2])[CH3:3]. The yield is 0.710. (6) The reactants are CS[C:3]1[NH:4][CH:5]=[C:6]([CH2:10][C:11]2[CH:16]=[CH:15][C:14](=[O:17])[NH:13][CH:12]=2)[C:7](=[O:9])[N:8]=1.[Cl:18][C:19]1[CH:34]=[CH:33][C:22]([O:23][C:24]2[CH:29]=[CH:28][C:27]([CH2:30][CH2:31][NH2:32])=[CH:26][CH:25]=2)=[CH:21][C:20]=1[C:35]([F:38])([F:37])[F:36]. The catalyst is N1C=CC=CC=1. The product is [Cl:18][C:19]1[CH:34]=[CH:33][C:22]([O:23][C:24]2[CH:29]=[CH:28][C:27]([CH2:30][CH2:31][NH:32][C:3]3[NH:4][CH:5]=[C:6]([CH2:10][C:11]4[CH:16]=[CH:15][C:14](=[O:17])[NH:13][CH:12]=4)[C:7](=[O:9])[N:8]=3)=[CH:26][CH:25]=2)=[CH:21][C:20]=1[C:35]([F:36])([F:37])[F:38]. The yield is 0.117.